This data is from Reaction yield outcomes from USPTO patents with 853,638 reactions. The task is: Predict the reaction yield, written as a fraction of the theoretical maximum amount of product (1.0 means a 100% yield; for example, 0.34 means a 34% yield). (1) The catalyst is C(Cl)Cl. The product is [Cl:1][C:2]1[C:7]([CH3:8])=[C:6]([Cl:9])[N:5]=[CH:4][C:3]=1[CH2:10][N:11]([C:12]1[C:17]([F:18])=[C:16]([O:19][CH3:20])[CH:15]=[C:14]([O:21][CH3:22])[C:13]=1[F:23])[C:25]([Cl:24])=[O:27]. The reactants are [Cl:1][C:2]1[C:7]([CH3:8])=[C:6]([Cl:9])[N:5]=[CH:4][C:3]=1[CH2:10][NH:11][C:12]1[C:17]([F:18])=[C:16]([O:19][CH3:20])[CH:15]=[C:14]([O:21][CH3:22])[C:13]=1[F:23].[Cl:24][C:25](Cl)([O:27]C(=O)OC(Cl)(Cl)Cl)Cl.N1C=CC=CC=1. The yield is 0.990. (2) The reactants are [NH2:1][C:2]1[CH:11]=[CH:10][CH:9]=[C:8]2[C:3]=1[CH:4]=[CH:5][N:6]=[CH:7]2.[Cl:12][C:13]([Cl:18])([Cl:17])[C:14](Cl)=[O:15]. The catalyst is ClCCl.CCN(CC)CC. The product is [Cl:12][C:13]([Cl:18])([Cl:17])[C:14]([NH:1][C:2]1[CH:11]=[CH:10][CH:9]=[C:8]2[C:3]=1[CH:4]=[CH:5][N:6]=[CH:7]2)=[O:15]. The yield is 0.650. (3) The reactants are [C:1]([C:5]1[CH:10]=[CH:9][CH:8]=[CH:7][C:6]=1[N:11]1[CH2:16][CH2:15][N:14]([C:17]([C:19]2[CH:39]=[CH:38][C:22]([O:23][CH2:24][CH:25]3[CH2:30][CH2:29][N:28](C(OC(C)(C)C)=O)[CH2:27][CH2:26]3)=[CH:21][CH:20]=2)=[O:18])[CH2:13][CH2:12]1)([CH3:4])([CH3:3])[CH3:2].C(OC(=O)C)C.Cl. The catalyst is C(OCC)(=O)C.CO. The product is [C:1]([C:5]1[CH:10]=[CH:9][CH:8]=[CH:7][C:6]=1[N:11]1[CH2:12][CH2:13][N:14]([C:17]([C:19]2[CH:20]=[CH:21][C:22]([O:23][CH2:24][CH:25]3[CH2:30][CH2:29][NH:28][CH2:27][CH2:26]3)=[CH:38][CH:39]=2)=[O:18])[CH2:15][CH2:16]1)([CH3:4])([CH3:2])[CH3:3]. The yield is 0.900. (4) No catalyst specified. The reactants are C[O:2][C:3]1[CH:4]=[C:5]2[C:9](=[CH:10][CH:11]=1)[CH2:8][NH:7][CH2:6]2.[BrH:12]. The yield is 0.930. The product is [BrH:12].[OH:2][C:3]1[CH:4]=[C:5]2[C:9](=[CH:10][CH:11]=1)[CH2:8][NH:7][CH2:6]2. (5) The yield is 0.580. The catalyst is C1COCC1. The reactants are [Si]([O:8][C:9]1[CH:14]=[CH:13][C:12]([C:15]2([CH2:21][NH:22][C:23]3[CH:28]=[CH:27][CH:26]=[CH:25][N:24]=3)[CH2:20][CH2:19][O:18][CH2:17][CH2:16]2)=[CH:11][CH:10]=1)(C(C)(C)C)(C)C.[F-].C([N+](CCCC)(CCCC)CCCC)CCC. The product is [N:24]1[CH:25]=[CH:26][CH:27]=[CH:28][C:23]=1[NH:22][CH2:21][C:15]1([C:12]2[CH:13]=[CH:14][C:9]([OH:8])=[CH:10][CH:11]=2)[CH2:16][CH2:17][O:18][CH2:19][CH2:20]1. (6) The reactants are [CH3:1][C:2]([CH3:22])([CH3:21])[C@H:3]([NH:8][C:9]([O:11]C1C=CC([N+]([O-])=O)=CC=1)=O)[C:4]([O:6][CH3:7])=[O:5].C([CH2:30][NH2:31])C1C=CC=CC=1.[C:32]1([CH3:38])[CH:37]=[CH:36][CH:35]=[CH:34][CH:33]=1. No catalyst specified. The product is [CH2:38]([N:31]([CH3:30])[C:9]([NH:8][C@@H:3]([C:2]([CH3:1])([CH3:21])[CH3:22])[C:4]([O:6][CH3:7])=[O:5])=[O:11])[C:32]1[CH:37]=[CH:36][CH:35]=[CH:34][CH:33]=1. The yield is 0.650.